From a dataset of Catalyst prediction with 721,799 reactions and 888 catalyst types from USPTO. Predict which catalyst facilitates the given reaction. (1) Reactant: [CH:1]([O:4][C:5]([C:7]1[CH:8]=[C:9]([C:21]#[CH:22])[CH:10]=[C:11]2[C:16]=1[O:15][C:14]([CH3:18])([CH3:17])[CH2:13][C:12]2([CH3:20])[CH3:19])=[O:6])([CH3:3])[CH3:2].[CH3:23][O:24][C:25](=[O:34])[CH2:26][C:27]1[CH:32]=[CH:31][C:30](I)=[CH:29][CH:28]=1.C(N(CC)CC)C.C(OCC)(=O)C. Product: [CH:1]([O:4][C:5]([C:7]1[CH:8]=[C:9]([C:21]#[C:22][C:30]2[CH:31]=[CH:32][C:27]([CH2:26][C:25]([O:24][CH3:23])=[O:34])=[CH:28][CH:29]=2)[CH:10]=[C:11]2[C:16]=1[O:15][C:14]([CH3:18])([CH3:17])[CH2:13][C:12]2([CH3:20])[CH3:19])=[O:6])([CH3:3])[CH3:2]. The catalyst class is: 730. (2) Reactant: [C:1]([C:5]1[CH:10]=[CH:9][C:8]([C:11](=O)[CH2:12][CH2:13]N(C)C)=[CH:7][CH:6]=1)([CH3:4])([CH3:3])[CH3:2].[NH2:18][C:19]([CH3:25])=[CH:20][C:21]([O:23][CH3:24])=[O:22].O. Product: [C:1]([C:5]1[CH:6]=[CH:7][C:8]([C:11]2[CH:12]=[CH:13][C:20]([C:21]([O:23][CH3:24])=[O:22])=[C:19]([CH3:25])[N:18]=2)=[CH:9][CH:10]=1)([CH3:2])([CH3:3])[CH3:4]. The catalyst class is: 15.